From a dataset of Merck oncology drug combination screen with 23,052 pairs across 39 cell lines. Regression. Given two drug SMILES strings and cell line genomic features, predict the synergy score measuring deviation from expected non-interaction effect. (1) Drug 1: Cn1nnc2c(C(N)=O)ncn2c1=O. Drug 2: CNC(=O)c1cc(Oc2ccc(NC(=O)Nc3ccc(Cl)c(C(F)(F)F)c3)cc2)ccn1. Cell line: RPMI7951. Synergy scores: synergy=-2.73. (2) Drug 1: CN1C(=O)C=CC2(C)C3CCC4(C)C(NC(=O)OCC(F)(F)F)CCC4C3CCC12. Drug 2: O=S1(=O)NC2(CN1CC(F)(F)F)C1CCC2Cc2cc(C=CCN3CCC(C(F)(F)F)CC3)ccc2C1. Cell line: LNCAP. Synergy scores: synergy=5.29. (3) Drug 1: CC1CC2C3CCC4=CC(=O)C=CC4(C)C3(F)C(O)CC2(C)C1(O)C(=O)CO. Drug 2: C#Cc1cccc(Nc2ncnc3cc(OCCOC)c(OCCOC)cc23)c1. Cell line: EFM192B. Synergy scores: synergy=-27.9. (4) Drug 1: C=CCn1c(=O)c2cnc(Nc3ccc(N4CCN(C)CC4)cc3)nc2n1-c1cccc(C(C)(C)O)n1. Drug 2: C#Cc1cccc(Nc2ncnc3cc(OCCOC)c(OCCOC)cc23)c1. Cell line: MSTO. Synergy scores: synergy=6.24. (5) Drug 1: CC1CC2C3CCC4=CC(=O)C=CC4(C)C3(F)C(O)CC2(C)C1(O)C(=O)CO. Drug 2: COC1=C2CC(C)CC(OC)C(O)C(C)C=C(C)C(OC(N)=O)C(OC)C=CC=C(C)C(=O)NC(=CC1=O)C2=O. Cell line: RPMI7951. Synergy scores: synergy=-18.2. (6) Drug 1: CN(Cc1cnc2nc(N)nc(N)c2n1)c1ccc(C(=O)NC(CCC(=O)O)C(=O)O)cc1. Drug 2: CCc1cnn2c(NCc3ccc[n+]([O-])c3)cc(N3CCCCC3CCO)nc12. Cell line: HT144. Synergy scores: synergy=-0.593.